This data is from hERG Central: cardiac toxicity at 1µM, 10µM, and general inhibition. The task is: Predict hERG channel inhibition at various concentrations. (1) The molecule is O=C(CN1CCN(c2ccc([N+](=O)[O-])cc2)CC1)Nc1nccs1. Results: hERG_inhib (hERG inhibition (general)): blocker. (2) The compound is Cc1cc(C)c(NC(=O)c2cn3c4c(c(N5CCN(C)CC5)c(F)cc4c2=O)OCC3C)c(C)c1. Results: hERG_inhib (hERG inhibition (general)): blocker. (3) Results: hERG_inhib (hERG inhibition (general)): blocker. The compound is CCN(CC)C(=O)Cn1cc(C(=O)C(=O)N2CCN(c3ccc([N+](=O)[O-])cc3)CC2)c2ccccc21. (4) The molecule is COc1ccc(N(C)S(=O)(=O)c2cccc(C(=O)NCC(c3cccs3)N(C)C)c2)cc1. Results: hERG_inhib (hERG inhibition (general)): blocker. (5) Results: hERG_inhib (hERG inhibition (general)): blocker. The drug is O=C(O)C(=O)O.O=[N+]([O-])c1cccc(CN2CCN(Cc3ccc(Br)cc3)CC2)c1.